This data is from Plasma protein binding rate (PPBR) regression data from AstraZeneca. The task is: Regression/Classification. Given a drug SMILES string, predict its absorption, distribution, metabolism, or excretion properties. Task type varies by dataset: regression for continuous measurements (e.g., permeability, clearance, half-life) or binary classification for categorical outcomes (e.g., BBB penetration, CYP inhibition). For this dataset (ppbr_az), we predict Y. (1) The drug is CC(O)(C(=O)Nc1ccc(S(=O)(=O)N2CCOCC2)cc1)C(F)(F)F. The Y is 62.9 %. (2) The molecule is O=C(CSc1nc2c(c(=O)n1-c1ccccc1)SCC2)Nc1ncc(-c2ccccc2)s1. The Y is 99.8 %. (3) The compound is COCCNCc1ccc(Nc2ncc3cc(-c4ccncc4)ccc3n2)cc1. The Y is 89.7 %.